This data is from Reaction yield outcomes from USPTO patents with 853,638 reactions. The task is: Predict the reaction yield, written as a fraction of the theoretical maximum amount of product (1.0 means a 100% yield; for example, 0.34 means a 34% yield). (1) The reactants are [OH:1][C:2]1[CH:10]=[CH:9][C:8]([C:11]2[NH:15][N:14]=[N:13][N:12]=2)=[CH:7][C:3]=1[C:4]([NH2:6])=[O:5].[C:16]([N:23]1[CH2:28][CH2:27][C:26](=O)[CH2:25][CH2:24]1)([O:18][C:19]([CH3:22])([CH3:21])[CH3:20])=[O:17].N1CCOCC1.C(O)(C(F)(F)F)=O. The catalyst is CO.ClCCl. The product is [C:19]([O:18][C:16]([N:23]1[CH2:28][CH2:27][C:26]2([NH:6][C:4](=[O:5])[C:3]3[CH:7]=[C:8]([C:11]4[NH:15][N:14]=[N:13][N:12]=4)[CH:9]=[CH:10][C:2]=3[O:1]2)[CH2:25][CH2:24]1)=[O:17])([CH3:22])([CH3:20])[CH3:21]. The yield is 0.150. (2) The reactants are Cl.C(OC([NH:9][CH2:10][C:11]1[CH:16]=[CH:15][C:14]([CH2:17][CH2:18][C:19]([CH3:22])([CH3:21])[CH3:20])=[CH:13][CH:12]=1)=O)(C)(C)C. The catalyst is O1CCOCC1.CO. The product is [CH3:20][C:19]([CH3:22])([CH3:21])[CH2:18][CH2:17][C:14]1[CH:13]=[CH:12][C:11]([CH2:10][NH2:9])=[CH:16][CH:15]=1. The yield is 0.800. (3) The reactants are [Br:1][C:2]1[CH:3]=[CH:4][C:5]([F:12])=[C:6]([CH2:8][C:9](O)=[O:10])[CH:7]=1.S(Cl)([Cl:15])=O.CN(C)C=O.CO. The catalyst is C1(C)C=CC=CC=1. The product is [Br:1][C:2]1[CH:3]=[CH:4][C:5]([F:12])=[C:6]([CH2:8][C:9]([Cl:15])=[O:10])[CH:7]=1. The yield is 1.05. (4) The reactants are [NH2:1][CH2:2][C:3]1[CH:8]=[CH:7][C:6]([C:9]2[C:14]([CH3:15])=[CH:13][CH:12]=[C:11]([NH:16][C:17]([C:19]3([C:22]4[CH:30]=[CH:29][C:25]5[O:26][CH2:27][O:28][C:24]=5[CH:23]=4)[CH2:21][CH2:20]3)=[O:18])[CH:10]=2)=[CH:5][CH:4]=1.[C:31](Cl)(=[O:34])[CH2:32][CH3:33].CCN(CC)CC. The catalyst is ClCCl. The product is [O:26]1[C:25]2[CH:29]=[CH:30][C:22]([C:19]3([C:17]([NH:16][C:11]4[CH:10]=[C:9]([C:6]5[CH:5]=[CH:4][C:3]([CH2:2][NH:1][C:31](=[O:34])[CH2:32][CH3:33])=[CH:8][CH:7]=5)[C:14]([CH3:15])=[CH:13][CH:12]=4)=[O:18])[CH2:20][CH2:21]3)=[CH:23][C:24]=2[O:28][CH2:27]1. The yield is 0.280. (5) The reactants are [F:1][C:2]1[CH:9]=[CH:8][C:5]([CH:6]=O)=[CH:4][C:3]=1[C:10]1[S:11][CH:12]=[CH:13][CH:14]=1.[C:15]([C:18]1[CH:26]=[CH:25][C:21]([C:22]([OH:24])=[O:23])=[CH:20][CH:19]=1)(=[O:17])[CH3:16].[OH-].[Na+]. The catalyst is CN(C)C=O.O. The product is [F:1][C:2]1[CH:9]=[CH:8][C:5](/[CH:6]=[CH:16]/[C:15]([C:18]2[CH:26]=[CH:25][C:21]([C:22]([OH:24])=[O:23])=[CH:20][CH:19]=2)=[O:17])=[CH:4][C:3]=1[C:10]1[S:11][CH:12]=[CH:13][CH:14]=1. The yield is 0.530.